Task: Predict the product of the given reaction.. Dataset: Forward reaction prediction with 1.9M reactions from USPTO patents (1976-2016) (1) Given the reactants [O:1]1[CH2:5][CH2:4][CH2:3][CH:2]1[CH2:6][CH2:7][OH:8].C(N(CC)CC)C.Cl.CN(C)C.[C:21]1([CH3:31])[CH:26]=[CH:25][C:24]([S:27](Cl)(=[O:29])=[O:28])=[CH:23][CH:22]=1, predict the reaction product. The product is: [CH3:31][C:21]1[CH:26]=[CH:25][C:24]([S:27]([O:8][CH2:7][CH2:6][CH:2]2[CH2:3][CH2:4][CH2:5][O:1]2)(=[O:29])=[O:28])=[CH:23][CH:22]=1. (2) Given the reactants C[Si]([N-][Si](C)(C)C)(C)C.[Li+].F[C:12]1[C:13]([C:18]2[NH:27][C:26](=[O:28])[C:25]3[C:20](=[CH:21][C:22]([O:31][CH3:32])=[CH:23][C:24]=3[O:29][CH3:30])[N:19]=2)=[N:14][CH:15]=[CH:16][CH:17]=1.[CH3:33][N:34]1[CH2:38][CH2:37][CH:36]([CH2:39][NH2:40])[CH2:35]1, predict the reaction product. The product is: [CH3:30][O:29][C:24]1[CH:23]=[C:22]([O:31][CH3:32])[CH:21]=[C:20]2[C:25]=1[C:26](=[O:28])[NH:27][C:18]([C:13]1[C:12]([NH:40][CH2:39][CH:36]3[CH2:37][CH2:38][N:34]([CH3:33])[CH2:35]3)=[CH:17][CH:16]=[CH:15][N:14]=1)=[N:19]2. (3) Given the reactants [Br:1][C:2]1[CH:3]=[C:4]([CH2:10][OH:11])[CH:5]=[C:6]([CH2:8][OH:9])[CH:7]=1.[O-]S([O-])(=O)=O.[Na+].[Na+].[F:19][C:20]([F:28])(S(F)(=O)=O)C(O)=O, predict the reaction product. The product is: [Br:1][C:2]1[CH:3]=[C:4]([CH2:10][OH:11])[CH:5]=[C:6]([CH2:8][O:9][CH:20]([F:28])[F:19])[CH:7]=1. (4) Given the reactants [NH2:1][C:2]1[C:7]([NH:8][C:9](=O)[CH2:10][CH2:11][CH3:12])=[CH:6][C:5]([C:14]2[CH:15]=[CH:16][C:17]3[O:23][CH2:22][CH2:21][N:20]([C:24]4[C:33]5[CH2:32][C:31]([CH3:35])([CH3:34])[CH2:30][CH2:29][C:28]=5[N:27]=[CH:26][N:25]=4)[CH2:19][C:18]=3[CH:36]=2)=[CH:4][N:3]=1, predict the reaction product. The product is: [CH3:35][C:31]1([CH3:34])[CH2:30][CH2:29][C:28]2[N:27]=[CH:26][N:25]=[C:24]([N:20]3[CH2:19][C:18]4[CH:36]=[C:14]([C:5]5[CH:6]=[C:7]6[N:8]=[C:9]([CH2:10][CH2:11][CH3:12])[NH:1][C:2]6=[N:3][CH:4]=5)[CH:15]=[CH:16][C:17]=4[O:23][CH2:22][CH2:21]3)[C:33]=2[CH2:32]1.